From a dataset of Full USPTO retrosynthesis dataset with 1.9M reactions from patents (1976-2016). Predict the reactants needed to synthesize the given product. (1) The reactants are: FC(F)(F)S(O[C:7]1[CH:8]=[N:9][C:10]([C:13]([CH3:33])([C:17]2[CH:22]=[CH:21][C:20]([C:23]3[N:24]=[N:25][C:26]([C:29]([F:32])([F:31])[F:30])=[CH:27][CH:28]=3)=[CH:19][CH:18]=2)[CH:14]([CH3:16])[CH3:15])=[CH:11][CH:12]=1)(=O)=O.[B:36]1([B:36]2[O:40][C:39]([CH3:42])([CH3:41])[C:38]([CH3:44])([CH3:43])[O:37]2)[O:40][C:39]([CH3:42])([CH3:41])[C:38]([CH3:44])([CH3:43])[O:37]1.C([O-])(=O)C.[K+]. Given the product [CH3:33][C:13]([C:17]1[CH:22]=[CH:21][C:20]([C:23]2[N:24]=[N:25][C:26]([C:29]([F:30])([F:31])[F:32])=[CH:27][CH:28]=2)=[CH:19][CH:18]=1)([C:10]1[CH:11]=[CH:12][C:7]([B:36]2[O:40][C:39]([CH3:42])([CH3:41])[C:38]([CH3:44])([CH3:43])[O:37]2)=[CH:8][N:9]=1)[CH:14]([CH3:15])[CH3:16], predict the reactants needed to synthesize it. (2) Given the product [CH2:1]([O:3][C:4]1[CH:5]=[C:6]([CH2:13][CH2:14][NH:15][CH2:16][CH3:17])[CH:7]=[CH:8][C:9]=1[O:10][CH2:11][CH3:12])[CH3:2], predict the reactants needed to synthesize it. The reactants are: [CH2:1]([O:3][C:4]1[CH:5]=[C:6]([CH2:13][CH2:14][NH2:15])[CH:7]=[CH:8][C:9]=1[O:10][CH2:11][CH3:12])[CH3:2].[CH3:16][C:17]#N. (3) Given the product [CH:25]([Si:24]([CH:31]([CH3:33])[CH3:32])([CH:28]([CH3:30])[CH3:29])[O:1][CH2:2][CH2:3][C:4]1[CH:5]=[CH:6][C:7]([NH:10][C:11](=[O:17])[O:12][C:13]([CH3:14])([CH3:16])[CH3:15])=[CH:8][CH:9]=1)([CH3:27])[CH3:26], predict the reactants needed to synthesize it. The reactants are: [OH:1][CH2:2][CH2:3][C:4]1[CH:9]=[CH:8][C:7]([NH:10][C:11](=[O:17])[O:12][C:13]([CH3:16])([CH3:15])[CH3:14])=[CH:6][CH:5]=1.N1C=CN=C1.Cl[Si:24]([CH:31]([CH3:33])[CH3:32])([CH:28]([CH3:30])[CH3:29])[CH:25]([CH3:27])[CH3:26].O. (4) Given the product [CH3:46][N:47]([CH3:51])[C:48](=[O:49])[NH:36][CH2:35][CH2:34][CH2:33][Si:32]([CH3:37])([CH3:38])[CH2:31][CH2:30][C:24]1[C:25]2[CH2:26][N:27]3[C:19](=[CH:18][C:17]4[C@@:12]([O:11][C:8](=[O:10])[CH3:9])([CH2:44][CH3:45])[C:13](=[O:43])[O:14][CH2:15][C:16]=4[C:28]3=[O:29])[C:20]=2[N:21]=[C:22]2[CH:42]=[CH:41][CH:40]=[CH:39][C:23]=12, predict the reactants needed to synthesize it. The reactants are: FC(F)(F)C([O-])=O.[C:8]([O:11][C@@:12]1([CH2:44][CH3:45])[C:17]2[CH:18]=[C:19]3[N:27]([C:28](=[O:29])[C:16]=2[CH2:15][O:14][C:13]1=[O:43])[CH2:26][C:25]1[C:24]([CH2:30][CH2:31][Si:32]([CH3:38])([CH3:37])[CH2:33][CH2:34][CH2:35][NH3+:36])=[C:23]2[CH:39]=[CH:40][CH:41]=[CH:42][C:22]2=[N:21][C:20]3=1)(=[O:10])[CH3:9].[CH3:46][N:47]([CH3:51])[C:48](Cl)=[O:49]. (5) Given the product [Br:1][C:2]1[CH:10]=[CH:9][CH:8]=[C:7]2[C:3]=1[CH:4]=[C:5]([CH:11]([CH3:13])[CH3:12])[CH:6]2[Si:20]([CH:15]1[C:6]2[C:18](=[C:2]([Br:1])[CH:3]=[CH:4][CH:5]=2)[CH:17]=[C:16]1[CH:8]([CH3:9])[CH3:7])([CH3:22])[CH3:21], predict the reactants needed to synthesize it. The reactants are: [Br:1][C:2]1[CH:10]=[CH:9][CH:8]=[C:7]2[C:3]=1[CH:4]=[C:5]([CH:11]([CH3:13])[CH3:12])[CH2:6]2.[Li][CH2:15][CH2:16][CH2:17][CH3:18].Cl[Si:20](Cl)([CH3:22])[CH3:21].O. (6) Given the product [CH3:36][C:34]([CH3:35])([CH3:37])[C:33]#[C:32][C:7]1[S:6][C:5]([C:3]([OH:2])=[O:4])=[C:9]([N:10]([C:11]([C@H:13]2[CH2:14][CH2:15][C@H:16]([CH3:19])[CH2:17][CH2:18]2)=[O:12])[C@H:20]2[CH2:21][C@H:22]([O:24][C:25]3[N:44]=[CH:43][CH:42]=[CH:41][N:40]=3)[CH2:23]2)[CH:8]=1, predict the reactants needed to synthesize it. The reactants are: C[O:2][C:3]([C:5]1[S:6][C:7]([C:32]#[C:33][C:34]([CH3:37])([CH3:36])[CH3:35])=[CH:8][C:9]=1[N:10]([C@H:20]1[CH2:23][C@H:22]([O:24][CH2:25]C2C=CC=CC=2)[CH2:21]1)[C:11]([C@H:13]1[CH2:18][CH2:17][C@H:16]([CH3:19])[CH2:15][CH2:14]1)=[O:12])=[O:4].ClC1[N:44]=[CH:43][CH:42]=[CH:41][N:40]=1.C(#N)C.FC(F)(F)C(O)=O. (7) Given the product [F:1][C:2]1[CH:3]=[CH:4][C:5]([CH2:8][C:9]2[CH:18]=[C:17]3[C:12]([C:13]([OH:25])=[C:14]([C:20]([NH:26][C:27]([CH3:31])([CH3:30])[CH2:28][OH:29])=[O:21])[C:15](=[O:19])[NH:16]3)=[N:11][CH:10]=2)=[CH:6][CH:7]=1, predict the reactants needed to synthesize it. The reactants are: [F:1][C:2]1[CH:7]=[CH:6][C:5]([CH2:8][C:9]2[CH:18]=[C:17]3[C:12]([C:13]([OH:25])=[C:14]([C:20](OCC)=[O:21])[C:15](=[O:19])[NH:16]3)=[N:11][CH:10]=2)=[CH:4][CH:3]=1.[NH2:26][C:27]([CH3:31])([CH3:30])[CH2:28][OH:29].